From a dataset of In vitro SARS-CoV-2 activity screen of 1,480 approved drugs from Prestwick library. Binary Classification. Given a drug SMILES string, predict its activity (active/inactive) in a high-throughput screening assay against a specified biological target. (1) The compound is CNCC(O)c1ccc(O)cc1. The result is 0 (inactive). (2) The drug is COc1cc2c(c(OC)c1OC)-c1ccc(OC)c(=O)cc1[C@@H](NC(C)=O)CC2. The result is 0 (inactive). (3) The molecule is CCN(CC)CC#CCOC(=O)C(O)(c1ccccc1)C1CCCCC1.Cl. The result is 0 (inactive). (4) The drug is Cc1cccc(C)c1OCC(C)N.Cl. The result is 0 (inactive). (5) The molecule is CC1(C)O[C@@H]2C[C@H]3[C@@H]4C[C@H](F)C5=CC(=O)C=C[C@]5(C)[C@@]4(F)[C@@H](O)C[C@]3(C)[C@]2(C(=O)CO)O1. The result is 0 (inactive).